This data is from Forward reaction prediction with 1.9M reactions from USPTO patents (1976-2016). The task is: Predict the product of the given reaction. (1) Given the reactants [CH3:1][N:2]([CH2:10][CH2:11][N:12]1[CH2:17][CH2:16][C:15]([C:18]2[CH:23]=[CH:22][CH:21]=[C:20]([N+:24]([O-])=O)[CH:19]=2)=[CH:14][CH2:13]1)[C:3](=[O:9])[O:4][C:5]([CH3:8])([CH3:7])[CH3:6], predict the reaction product. The product is: [NH2:24][C:20]1[CH:19]=[C:18]([C:15]2[CH2:16][CH2:17][N:12]([CH2:11][CH2:10][N:2]([CH3:1])[C:3](=[O:9])[O:4][C:5]([CH3:6])([CH3:7])[CH3:8])[CH2:13][CH:14]=2)[CH:23]=[CH:22][CH:21]=1. (2) Given the reactants C([O:3][C:4]([CH2:6][CH2:7][C:8]1([CH2:21][C:22]2([CH2:35][CH2:36][C:37](OCC)=[O:38])[C:34]3[CH:33]=[CH:32][CH:31]=[CH:30][C:29]=3[C:28]3[C:23]2=[CH:24][CH:25]=[CH:26][CH:27]=3)[C:20]2[CH:19]=[CH:18][CH:17]=[CH:16][C:15]=2[C:14]2[C:9]1=[CH:10][CH:11]=[CH:12][CH:13]=2)=[O:5])C.[CH2:42]([OH:45])[CH2:43][OH:44].[O-:46][CH2:47][CH3:48].[Na+].Cl, predict the reaction product. The product is: [OH:44][CH2:43][CH2:42][O:45][C:37]([CH2:36][CH2:35][C:22]1([CH2:21][C:8]2([CH2:7][CH2:6][C:4]([O:3][CH2:48][CH2:47][OH:46])=[O:5])[C:20]3[CH:19]=[CH:18][CH:17]=[CH:16][C:15]=3[C:14]3[C:9]2=[CH:10][CH:11]=[CH:12][CH:13]=3)[C:23]2[CH:24]=[CH:25][CH:26]=[CH:27][C:28]=2[C:29]2[C:34]1=[CH:33][CH:32]=[CH:31][CH:30]=2)=[O:38]. (3) Given the reactants [CH2:1]([O:3][C:4]([N:6]1[C:15]2[C:10](=[CH:11][C:12]([C:16]([F:19])([F:18])[F:17])=[CH:13][CH:14]=2)[C:9]([CH:20]([C:22]2[CH:27]=[C:26]([C:28]([F:31])([F:30])[F:29])[CH:25]=[C:24]([C:32]([F:35])([F:34])[F:33])[CH:23]=2)[OH:21])=[CH:8][CH:7]1[CH2:36][CH3:37])=[O:5])[CH3:2].[OH-].[K+].I[CH3:41], predict the reaction product. The product is: [CH2:1]([O:3][C:4]([N:6]1[C:15]2[C:10](=[CH:11][C:12]([C:16]([F:17])([F:18])[F:19])=[CH:13][CH:14]=2)[C:9]([CH:20]([C:22]2[CH:23]=[C:24]([C:32]([F:35])([F:33])[F:34])[CH:25]=[C:26]([C:28]([F:29])([F:30])[F:31])[CH:27]=2)[O:21][CH3:41])=[CH:8][CH:7]1[CH2:36][CH3:37])=[O:5])[CH3:2]. (4) Given the reactants [F:1][C:2]1[CH:3]=[CH:4][C:5]([SH:11])=[C:6]([CH:10]=1)[C:7]([OH:9])=[O:8].[SH:12][C:13]1C=C[CH:19]=[CH:18][C:14]=1[C:15]([OH:17])=[O:16].BrC1C(C(O)=O)=CSC=1, predict the reaction product. The product is: [C:7]([C:6]1[CH:10]=[C:2]([F:1])[CH:3]=[CH:4][C:5]=1[S:11][C:18]1[C:14]([C:15]([OH:17])=[O:16])=[CH:13][S:12][CH:19]=1)([OH:9])=[O:8]. (5) Given the reactants [F:1][C@H:2]1[CH2:6][NH:5][C@H:4]([C:7]([OH:9])=[O:8])[CH2:3]1.[CH2:10]=O.Cl, predict the reaction product. The product is: [F:1][C@H:2]1[CH2:6][N:5]([CH3:10])[C@H:4]([C:7]([OH:9])=[O:8])[CH2:3]1. (6) Given the reactants [OH:1][C:2]([CH3:16])([CH3:15])[CH2:3][CH2:4][NH:5][C:6]([C:8]1[N:9]=[N:10][C:11](Cl)=[CH:12][CH:13]=1)=[O:7].[N:17]1([C:23]([C:25]2[CH:30]=[CH:29][CH:28]=[CH:27][C:26]=2[C:31]([F:34])([F:33])[F:32])=[O:24])[CH2:22][CH2:21][NH:20][CH2:19][CH2:18]1, predict the reaction product. The product is: [OH:1][C:2]([CH3:16])([CH3:15])[CH2:3][CH2:4][NH:5][C:6]([C:8]1[N:9]=[N:10][C:11]([N:20]2[CH2:21][CH2:22][N:17]([C:23](=[O:24])[C:25]3[CH:30]=[CH:29][CH:28]=[CH:27][C:26]=3[C:31]([F:34])([F:32])[F:33])[CH2:18][CH2:19]2)=[CH:12][CH:13]=1)=[O:7]. (7) Given the reactants [CH3:1][C:2]([CH3:32])([CH3:31])[C@@H:3]([C:15]([N:17]1[CH2:22][C@@H:21]2[CH2:23][C@H:18]1[CH2:19][N:20]2C(OC(C)(C)C)=O)=[O:16])[NH:4][C:5]([O:7][CH2:8][C:9]1[CH:14]=[CH:13][CH:12]=[CH:11][CH:10]=1)=[O:6].[OH-].[Na+], predict the reaction product. The product is: [C@H:18]12[CH2:23][C@H:21]([NH:20][CH2:19]1)[CH2:22][N:17]2[C:15]([C@@H:3]([NH:4][C:5](=[O:6])[O:7][CH2:8][C:9]1[CH:10]=[CH:11][CH:12]=[CH:13][CH:14]=1)[C:2]([CH3:31])([CH3:1])[CH3:32])=[O:16]. (8) Given the reactants Cl[C:2]1[N:7]=[CH:6][C:5]([C:8]2[NH:16][C:15]3[C:14](=[O:17])[N:13]([CH2:18][CH2:19][CH3:20])[C:12](=[O:21])[N:11]([CH2:22][CH2:23][CH3:24])[C:10]=3[CH:9]=2)=[CH:4][CH:3]=1.[CH3:25][O:26][CH2:27][CH2:28][NH2:29], predict the reaction product. The product is: [CH3:25][O:26][CH2:27][CH2:28][NH:29][C:2]1[N:7]=[CH:6][C:5]([C:8]2[NH:16][C:15]3[C:14](=[O:17])[N:13]([CH2:18][CH2:19][CH3:20])[C:12](=[O:21])[N:11]([CH2:22][CH2:23][CH3:24])[C:10]=3[CH:9]=2)=[CH:4][CH:3]=1. (9) Given the reactants [CH2:1]([C:3]1[NH:8][C:7]2[CH2:9][O:10][CH2:11][C:12](=[O:13])[C:6]=2[CH:5]([C:14]2[CH:19]=[CH:18][C:17]([F:20])=[C:16]([I:21])[CH:15]=2)[C:4]=1[C:22]([O:24]C)=[O:23])[CH3:2].BrN1C(=O)CCC1=O, predict the reaction product. The product is: [F:20][C:17]1[CH:18]=[CH:19][C:14]([C@H:5]2[C:6]3[C:12](=[O:13])[CH2:11][O:10][CH2:9][C:7]=3[NH:8][C:3]3[C@H:1]([CH3:2])[O:24][C:22](=[O:23])[C:4]2=3)=[CH:15][C:16]=1[I:21]. (10) Given the reactants C[O:2][C:3](=[O:31])[CH2:4][O:5][C:6]1[C:18]([C:19]2[CH:24]=[CH:23][CH:22]=[CH:21][CH:20]=2)=[CH:17][C:9]2[O:10][C:11]3[CH:16]=[CH:15][CH:14]=[CH:13][C:12]=3[C:8]=2[C:7]=1[C:25]1[CH:30]=[CH:29][CH:28]=[CH:27][CH:26]=1.[K+].[Br-], predict the reaction product. The product is: [C:25]1([C:7]2[C:8]3[C:12]4[CH:13]=[CH:14][CH:15]=[CH:16][C:11]=4[O:10][C:9]=3[CH:17]=[C:18]([C:19]3[CH:20]=[CH:21][CH:22]=[CH:23][CH:24]=3)[C:6]=2[O:5][CH2:4][C:3]([OH:31])=[O:2])[CH:30]=[CH:29][CH:28]=[CH:27][CH:26]=1.